This data is from Peptide-MHC class I binding affinity with 185,985 pairs from IEDB/IMGT. The task is: Regression. Given a peptide amino acid sequence and an MHC pseudo amino acid sequence, predict their binding affinity value. This is MHC class I binding data. (1) The peptide sequence is FLQDESAYV. The MHC is HLA-A80:01 with pseudo-sequence HLA-A80:01. The binding affinity (normalized) is 0.0847. (2) The peptide sequence is EFTSFFYRY. The MHC is HLA-A26:01 with pseudo-sequence HLA-A26:01. The binding affinity (normalized) is 0.111. (3) The peptide sequence is NQLESKVSGK. The MHC is HLA-A03:01 with pseudo-sequence HLA-A03:01. The binding affinity (normalized) is 0.154. (4) The peptide sequence is FRNQVKIRR. The MHC is HLA-B08:01 with pseudo-sequence HLA-B08:01. The binding affinity (normalized) is 0.0847. (5) The peptide sequence is HRIQEELFY. The MHC is HLA-B08:01 with pseudo-sequence HLA-B08:01. The binding affinity (normalized) is 0.0847.